This data is from Forward reaction prediction with 1.9M reactions from USPTO patents (1976-2016). The task is: Predict the product of the given reaction. (1) Given the reactants [CH3:1][C:2]1[C:6]([C:7]2[CH:19]=[N:18][C:17]3[C:16]4[CH:15]=[CH:14][C:13]([C:20]([O:22][CH3:23])=[O:21])=[CH:12][C:11]=4[NH:10][C:9]=3[CH:8]=2)=[C:5]([CH3:24])[O:4][N:3]=1.[C:25]1([CH:31]([CH:33]2[CH2:38][CH2:37][O:36][CH2:35][CH2:34]2)O)[CH:30]=[CH:29][CH:28]=[CH:27][CH:26]=1.C1C=CC(P(C2C=CC=CC=2)C2C=CC=CC=2)=CC=1.CC(OC(/N=N/C(OC(C)C)=O)=O)C, predict the reaction product. The product is: [CH3:1][C:2]1[C:6]([C:7]2[CH:19]=[N:18][C:17]3[C:16]4[CH:15]=[CH:14][C:13]([C:20]([O:22][CH3:23])=[O:21])=[CH:12][C:11]=4[N:10]([CH:31]([C:25]4[CH:30]=[CH:29][CH:28]=[CH:27][CH:26]=4)[CH:33]4[CH2:34][CH2:35][O:36][CH2:37][CH2:38]4)[C:9]=3[CH:8]=2)=[C:5]([CH3:24])[O:4][N:3]=1. (2) Given the reactants Cl[C:2]1[N:11]=[C:10]([N:12]2[CH2:16][CH2:15][CH2:14][CH2:13]2)[C:9]2[C:4](=[CH:5][C:6]([O:19][CH3:20])=[C:7]([O:17][CH3:18])[CH:8]=2)[N:3]=1.[C:21]([C:25]1[CH:31]=[CH:30][C:28]([NH2:29])=[CH:27][CH:26]=1)([CH3:24])([CH3:23])[CH3:22], predict the reaction product. The product is: [C:21]([C:25]1[CH:26]=[CH:27][C:28]([NH:29][C:2]2[N:11]=[C:10]([N:12]3[CH2:16][CH2:15][CH2:14][CH2:13]3)[C:9]3[C:4](=[CH:5][C:6]([O:19][CH3:20])=[C:7]([O:17][CH3:18])[CH:8]=3)[N:3]=2)=[CH:30][CH:31]=1)([CH3:24])([CH3:22])[CH3:23]. (3) Given the reactants Br[C:2]1[CH:7]=[CH:6][C:5]([CH2:8][C:9]([O:11][CH3:12])=[O:10])=[C:4]([O:13][CH2:14][C:15]2[CH:16]=[C:17]([C:21]3[CH:26]=[CH:25][CH:24]=[C:23]([CH2:27][NH:28][C:29]([O:31][C:32]([CH3:35])([CH3:34])[CH3:33])=[O:30])[CH:22]=3)[CH:18]=[CH:19][CH:20]=2)[CH:3]=1.CC(C1C=C(C(C)C)C(C2C(P(C3CCCCC3)C3CCCCC3)=C(OC)C=CC=2OC)=C(C(C)C)C=1)C.C([O-])([O-])=O.[Cs+].[Cs+].[CH2:80]([NH2:82])[CH3:81], predict the reaction product. The product is: [C:32]([O:31][C:29]([NH:28][CH2:27][C:23]1[CH:22]=[C:21]([C:17]2[CH:18]=[CH:19][CH:20]=[C:15]([CH2:14][O:13][C:4]3[CH:3]=[C:2]([NH:82][CH2:80][CH3:81])[CH:7]=[CH:6][C:5]=3[CH2:8][C:9]([O:11][CH3:12])=[O:10])[CH:16]=2)[CH:26]=[CH:25][CH:24]=1)=[O:30])([CH3:33])([CH3:34])[CH3:35]. (4) Given the reactants CCOC(/N=N/C(OCC)=O)=O.[CH3:13][O:14][C:15](=[O:35])[C@H:16]([CH2:25][C:26]1[CH:31]=[C:30]([I:32])[C:29]([OH:33])=[C:28]([I:34])[CH:27]=1)[NH:17][C:18]([O:20][C:21]([CH3:24])([CH3:23])[CH3:22])=[O:19].[Br:36][CH2:37][CH2:38][CH2:39]O.C1(P(C2C=CC=CC=2)C2C=CC=CC=2)C=CC=CC=1, predict the reaction product. The product is: [CH3:13][O:14][C:15](=[O:35])[C@H:16]([CH2:25][C:26]1[CH:31]=[C:30]([I:32])[C:29]([O:33][CH2:39][CH2:38][CH2:37][Br:36])=[C:28]([I:34])[CH:27]=1)[NH:17][C:18]([O:20][C:21]([CH3:24])([CH3:22])[CH3:23])=[O:19].